From a dataset of Forward reaction prediction with 1.9M reactions from USPTO patents (1976-2016). Predict the product of the given reaction. (1) The product is: [C:21]([OH:28])(=[O:27])/[CH:22]=[CH:23]\[C:24]([OH:26])=[O:25].[Cl:1][C:2]1[CH:3]=[CH:4][C:5]2[O:15][C:14]3[CH:16]=[CH:17][CH:18]=[CH:19][C:13]=3[C@H:8]3[CH2:9][N:10]([CH3:12])[CH2:11][C@@H:7]3[C:6]=2[CH:20]=1. Given the reactants [Cl:1][C:2]1[CH:3]=[CH:4][C:5]2[O:15][C:14]3[CH:16]=[CH:17][CH:18]=[CH:19][C:13]=3[C@H:8]3[CH2:9][N:10]([CH3:12])[CH2:11][C@@H:7]3[C:6]=2[CH:20]=1.[C:21]([OH:28])(=[O:27])/[CH:22]=[CH:23]\[C:24]([OH:26])=[O:25], predict the reaction product. (2) Given the reactants [CH2:1]([O:8][C:9]1[CH:18]=[CH:17][C:16]([CH3:19])=[C:15]2[C:10]=1[CH2:11][CH2:12][CH2:13][CH:14]2[C:20]([NH:22][C:23]1[CH:24]=[N:25][C:26]([CH:29]([CH3:31])[CH3:30])=[CH:27][CH:28]=1)=[O:21])[C:2]1[CH:7]=[CH:6][CH:5]=[CH:4][CH:3]=1.C(OC([N:39]1[CH:43]=[C:42]([CH2:44]O)[CH:41]=[N:40]1)=O)(C)(C)C, predict the reaction product. The product is: [CH2:1]([O:8][C:9]1[CH:18]=[CH:17][C:16]([CH3:19])=[C:15]2[C:10]=1[CH2:11][CH2:12][CH2:13][CH:14]2[C:20]([N:22]([C:23]1[CH:24]=[N:25][C:26]([CH:29]([CH3:31])[CH3:30])=[CH:27][CH:28]=1)[CH2:44][C:42]1[CH:43]=[N:39][NH:40][CH:41]=1)=[O:21])[C:2]1[CH:3]=[CH:4][CH:5]=[CH:6][CH:7]=1. (3) Given the reactants [I:1][C:2]1[CH:3]=[C:4]([CH:7]=[CH:8][CH:9]=1)[CH2:5]Cl.[NH:10]1[CH2:14][CH2:13][CH2:12][CH2:11]1, predict the reaction product. The product is: [I:1][C:2]1[CH:3]=[C:4]([CH:7]=[CH:8][CH:9]=1)[CH2:5][N:10]1[CH2:14][CH2:13][CH2:12][CH2:11]1. (4) Given the reactants [Cl:1][C:2]1[CH:7]=[CH:6][CH:5]=[CH:4][C:3]=1[C:8]1[O:9][C:10]([CH:32]([CH3:34])[CH3:33])=[C:11]([CH2:13][CH2:14][CH:15]([C:17]2[CH:22]=[CH:21][C:20]([O:23][C:24]([CH3:31])([CH3:30])[C:25]([O:27]CC)=[O:26])=[CH:19][CH:18]=2)[OH:16])[N:12]=1.O.[OH-].[Li+].Cl, predict the reaction product. The product is: [Cl:1][C:2]1[CH:7]=[CH:6][CH:5]=[CH:4][C:3]=1[C:8]1[O:9][C:10]([CH:32]([CH3:34])[CH3:33])=[C:11]([CH2:13][CH2:14][CH:15]([C:17]2[CH:18]=[CH:19][C:20]([O:23][C:24]([CH3:30])([CH3:31])[C:25]([OH:27])=[O:26])=[CH:21][CH:22]=2)[OH:16])[N:12]=1. (5) Given the reactants [O:1]1[CH2:3][C@@H:2]1[CH2:4][O:5][C:6]1[CH:7]=[CH:8][C:9]2[S:13][C:12]([CH3:14])=[N:11][C:10]=2[CH:15]=1.[N:16]1([C:22]([O:24][C:25]([CH3:28])([CH3:27])[CH3:26])=[O:23])[CH2:21][CH2:20][NH:19][CH2:18][CH2:17]1.[Yb], predict the reaction product. The product is: [CH3:14][C:12]1[S:13][C:9]2[CH:8]=[CH:7][C:6]([O:5][CH2:4][C@H:2]([OH:1])[CH2:3][CH3:17])=[CH:15][C:10]=2[N:11]=1.[N:16]1([C:22]([O:24][C:25]([CH3:28])([CH3:27])[CH3:26])=[O:23])[CH2:21][CH2:20][NH:19][CH2:18][CH2:17]1. (6) Given the reactants [Br:1][C:2]1[CH:18]=[CH:17][C:5]2[C:6]3[N:7]=[C:8]([C:14]([NH2:16])=O)[S:9][C:10]=3[CH2:11][CH2:12][O:13][C:4]=2[CH:3]=1.P(Cl)(Cl)(Cl)=O.O, predict the reaction product. The product is: [Br:1][C:2]1[CH:18]=[CH:17][C:5]2[C:6]3[N:7]=[C:8]([C:14]#[N:16])[S:9][C:10]=3[CH2:11][CH2:12][O:13][C:4]=2[CH:3]=1. (7) Given the reactants C[O:2][C:3](=[O:28])[CH2:4][CH2:5][N:6]1[C:10]2[CH:11]=[CH:12][CH:13]=[CH:14][C:9]=2[N:8]([CH2:15][C:16]2[CH:17]=[CH:18][CH:19]=[C:20]3[C:24]=2[N:23]([CH3:25])[C:22]([CH3:26])=[CH:21]3)[C:7]1=[O:27].O.[OH-].[Li+], predict the reaction product. The product is: [CH3:25][N:23]1[C:24]2[C:20](=[CH:19][CH:18]=[CH:17][C:16]=2[CH2:15][N:8]2[C:9]3[CH:14]=[CH:13][CH:12]=[CH:11][C:10]=3[N:6]([CH2:5][CH2:4][C:3]([OH:28])=[O:2])[C:7]2=[O:27])[CH:21]=[C:22]1[CH3:26].